This data is from Reaction yield outcomes from USPTO patents with 853,638 reactions. The task is: Predict the reaction yield, written as a fraction of the theoretical maximum amount of product (1.0 means a 100% yield; for example, 0.34 means a 34% yield). (1) The product is [Cl-:1].[NH2:25][C:22]1[CH:23]=[CH:24][C:19]([NH:18][C:16]([C:13]2[CH:14]=[CH:15][C:10]([NH:9][C:6]3[CH:5]=[CH:4][N+:3]([CH3:2])=[CH:8][CH:7]=3)=[CH:11][CH:12]=2)=[O:17])=[CH:20][CH:21]=1. The reactants are [Cl-:1].[CH3:2][N+:3]1[CH:8]=[CH:7][C:6]([NH:9][C:10]2[CH:15]=[CH:14][C:13]([C:16]([NH:18][C:19]3[CH:24]=[CH:23][C:22]([N+:25]([O-])=O)=[CH:21][CH:20]=3)=[O:17])=[CH:12][CH:11]=2)=[CH:5][CH:4]=1.O. The catalyst is CCO.[Fe]. The yield is 0.800. (2) The reactants are [CH:1]1([C:7]2[CH:8]=[N:9][N:10]([CH2:12][CH2:13][C@@:14]([CH3:22])([S:18]([CH3:21])(=[O:20])=[O:19])[C:15]([OH:17])=O)[CH:11]=2)[CH2:6][CH2:5][CH2:4][CH2:3][CH2:2]1.CCN(C(C)C)C(C)C.O.ON1C2C=CC=CC=2N=N1.[O:43]1[CH2:48][CH2:47][CH2:46][CH2:45][CH:44]1[O:49][NH2:50].Cl.CN(CCCN=C=NCC)C. The catalyst is ClCCl. The product is [CH:1]1([C:7]2[CH:8]=[N:9][N:10]([CH2:12][CH2:13][C@@:14]([CH3:22])([S:18]([CH3:21])(=[O:20])=[O:19])[C:15]([NH:50][O:49][CH:44]3[CH2:45][CH2:46][CH2:47][CH2:48][O:43]3)=[O:17])[CH:11]=2)[CH2:2][CH2:3][CH2:4][CH2:5][CH2:6]1. The yield is 0.230. (3) The reactants are [CH3:1][O:2][C:3]([C:5]1[S:6][C:7]([C:32]#[C:33][C:34]([CH3:37])([CH3:36])[CH3:35])=[CH:8][C:9]=1[N:10]([C@H:20]1[CH2:23][C@@H:22]([O:24]CC2C=CC=CC=2)[CH2:21]1)[C:11]([C@H:13]1[CH2:18][CH2:17][C@H:16]([CH3:19])[CH2:15][CH2:14]1)=[O:12])=[O:4].B(Br)(Br)Br. The catalyst is C(Cl)Cl. The product is [CH3:1][O:2][C:3]([C:5]1[S:6][C:7]([C:32]#[C:33][C:34]([CH3:35])([CH3:37])[CH3:36])=[CH:8][C:9]=1[N:10]([C@H:20]1[CH2:23][C@@H:22]([OH:24])[CH2:21]1)[C:11]([C@H:13]1[CH2:14][CH2:15][C@H:16]([CH3:19])[CH2:17][CH2:18]1)=[O:12])=[O:4]. The yield is 0.880. (4) The reactants are [C:1]([NH:4][NH2:5])([NH2:3])=[NH:2].Cl.[CH3:7][O:8][C:9]1[CH:14]=[CH:13][CH:12]=[CH:11][C:10]=1[S:15]([O:18][C:19]1[CH:20]=[C:21]([CH:27]=[C:28]([CH3:30])[CH:29]=1)[O:22][CH2:23][CH2:24][CH:25]=[O:26])(=[O:17])=[O:16].[CH2:31]([OH:33])[CH3:32]. No catalyst specified. The product is [C:25]([OH:26])(=[O:33])[CH3:24].[C:31]([OH:8])(=[O:33])[CH3:32].[CH3:7][O:8][C:9]1[CH:14]=[CH:13][CH:12]=[CH:11][C:10]=1[S:15]([O:18][C:19]1[CH:20]=[C:21]([CH:27]=[C:28]([CH3:30])[CH:29]=1)[O:22][CH2:23][CH2:24][CH2:25][NH:5][NH:4][C:1]([NH2:3])=[NH:2])(=[O:16])=[O:17]. The yield is 0.930. (5) The reactants are [NH2:1][C:2]1[CH:10]=[C:9]2[C:5]([C:6]([CH3:15])([CH3:14])[C:7](=[O:13])[N:8]2[CH2:11][CH3:12])=[CH:4][CH:3]=1.[C:16](OC(=O)C)(=[O:18])[CH3:17]. No catalyst specified. The product is [CH2:11]([N:8]1[C:9]2[C:5](=[CH:4][CH:3]=[C:2]([NH:1][C:16](=[O:18])[CH3:17])[CH:10]=2)[C:6]([CH3:14])([CH3:15])[C:7]1=[O:13])[CH3:12]. The yield is 0.910.